From a dataset of Reaction yield outcomes from USPTO patents with 853,638 reactions. Predict the reaction yield, written as a fraction of the theoretical maximum amount of product (1.0 means a 100% yield; for example, 0.34 means a 34% yield). (1) The reactants are N[C:2]1[CH:3]=[C:4]([C:8]2[C:9]([C:14]#[N:15])=[CH:10][CH:11]=[CH:12][CH:13]=2)[CH:5]=[CH:6][CH:7]=1.S(=O)(=O)(O)[OH:17].N([O-])=O.[Na+]. The catalyst is O1CCOCC1.O. The product is [OH:17][C:2]1[CH:3]=[C:4]([C:8]2[C:9]([C:14]#[N:15])=[CH:10][CH:11]=[CH:12][CH:13]=2)[CH:5]=[CH:6][CH:7]=1. The yield is 0.650. (2) The reactants are Cl[CH2:2][CH2:3][CH2:4][N:5]1[C:14]2[C:9](=[CH:10][C:11]([F:16])=[C:12]([F:15])[CH:13]=2)[CH2:8][CH2:7][C:6]1=[O:17].[CH2:18]([CH:22]1[CH2:27][CH2:26][NH:25][CH2:24][CH2:23]1)[CH2:19][CH2:20][CH3:21].[Na+].[I-].C([O-])([O-])=O.[K+].[K+]. The catalyst is CC#N. The product is [CH2:18]([CH:22]1[CH2:27][CH2:26][N:25]([CH2:2][CH2:3][CH2:4][N:5]2[C:14]3[C:9](=[CH:10][C:11]([F:16])=[C:12]([F:15])[CH:13]=3)[CH2:8][CH2:7][C:6]2=[O:17])[CH2:24][CH2:23]1)[CH2:19][CH2:20][CH3:21]. The yield is 0.570.